From a dataset of Full USPTO retrosynthesis dataset with 1.9M reactions from patents (1976-2016). Predict the reactants needed to synthesize the given product. (1) The reactants are: IC.[CH3:3][C:4]([N+:14]([O-:16])=[O:15])([CH3:13])[CH2:5][C:6]1[CH:11]=[CH:10][C:9]([OH:12])=[CH:8][CH:7]=1.[C:17](=O)([O-])[O-].[K+].[K+]. Given the product [CH3:17][O:12][C:9]1[CH:10]=[CH:11][C:6]([CH2:5][C:4]([CH3:3])([N+:14]([O-:16])=[O:15])[CH3:13])=[CH:7][CH:8]=1, predict the reactants needed to synthesize it. (2) Given the product [Cl:30][C:31]1[CH:36]=[C:35]([CH3:37])[CH:34]=[CH:33][C:32]=1[NH:38][C:27]([CH2:26][CH:17]([C:5]1[C:4]([CH:1]2[CH2:3][CH2:2]2)=[C:8]([CH:9]2[CH2:10][CH:11]([CH2:13][CH:14]([CH3:16])[CH3:15])[CH2:12]2)[O:7][N:6]=1)[CH2:18][C:19]([O:21][C:22]([CH3:23])([CH3:24])[CH3:25])=[O:20])=[O:29], predict the reactants needed to synthesize it. The reactants are: [CH:1]1([C:4]2[C:5]([CH:17]([CH2:26][C:27]([O-:29])=O)[CH2:18][C:19]([O:21][C:22]([CH3:25])([CH3:24])[CH3:23])=[O:20])=[N:6][O:7][C:8]=2[CH:9]2[CH2:12][CH:11]([CH2:13][CH:14]([CH3:16])[CH3:15])[CH2:10]2)[CH2:3][CH2:2]1.[Cl:30][C:31]1[CH:36]=[C:35]([CH3:37])[CH:34]=[CH:33][C:32]=1[NH2:38].C1C=CC2N(O)N=NC=2C=1.CCN=C=NCCCN(C)C.Cl.